This data is from Reaction yield outcomes from USPTO patents with 853,638 reactions. The task is: Predict the reaction yield, written as a fraction of the theoretical maximum amount of product (1.0 means a 100% yield; for example, 0.34 means a 34% yield). (1) The reactants are [H-].[Na+].[Br:3][C:4]1[CH:9]=[CH:8][C:7]([OH:10])=[CH:6][CH:5]=1.[CH2:11](Cl)[O:12][CH3:13]. The catalyst is CN(C=O)C. The product is [Br:3][C:4]1[CH:9]=[CH:8][C:7]([O:10][CH2:11][O:12][CH3:13])=[CH:6][CH:5]=1. The yield is 0.930. (2) The reactants are CC(C)([O-])C.[K+].[CH2:7]([N:14]([CH2:18][C:19]1[C:24](Cl)=[N:23][C:22]([N:26]2[CH2:31][CH2:30][O:29][CH2:28][C@H:27]2[CH3:32])=[CH:21][N:20]=1)[CH2:15][CH2:16][OH:17])[C:8]1[CH:13]=[CH:12][CH:11]=[CH:10][CH:9]=1.O. The catalyst is CN(C=O)C. The product is [CH2:7]([N:14]1[CH2:18][C:19]2[N:20]=[CH:21][C:22]([N:26]3[CH2:31][CH2:30][O:29][CH2:28][C@H:27]3[CH3:32])=[N:23][C:24]=2[O:17][CH2:16][CH2:15]1)[C:8]1[CH:13]=[CH:12][CH:11]=[CH:10][CH:9]=1. The yield is 0.890. (3) The reactants are [NH2:1][C:2]1[N:3]([CH3:24])[C:4](=[O:23])[C:5]2([C:15]3[C:10](=[CH:11][CH:12]=[C:13](Br)[CH:14]=3)[O:9][CH:8]([C:17]3[CH:22]=[CH:21][CH:20]=[CH:19][CH:18]=3)[CH2:7]2)[N:6]=1.[CH3:25][S:26]([C:29]1[CH:30]=[C:31](B(O)O)[CH:32]=[CH:33][CH:34]=1)(=[O:28])=[O:27]. The catalyst is O1CCOCC1.C([O-])([O-])=O.[Cs+].[Cs+].Cl[Pd](Cl)([P](C1C=CC=CC=1)(C1C=CC=CC=1)C1C=CC=CC=1)[P](C1C=CC=CC=1)(C1C=CC=CC=1)C1C=CC=CC=1. The product is [NH2:1][C:2]1[N:3]([CH3:24])[C:4](=[O:23])[C:5]2([C:15]3[C:10](=[CH:11][CH:12]=[C:13]([C:33]4[CH:32]=[CH:31][CH:30]=[C:29]([S:26]([CH3:25])(=[O:28])=[O:27])[CH:34]=4)[CH:14]=3)[O:9][CH:8]([C:17]3[CH:22]=[CH:21][CH:20]=[CH:19][CH:18]=3)[CH2:7]2)[N:6]=1. The yield is 0.700. (4) The reactants are Br[C:2]1[CH:7]=[CH:6][C:5]([CH:8]([CH3:18])[CH2:9][CH2:10][O:11][CH:12]2[CH2:17][CH2:16][CH2:15][CH2:14][O:13]2)=[CH:4][CH:3]=1.C1(P(C2C=CC=CC=2)CCCP(C2C=CC=CC=2)C2C=CC=CC=2)C=CC=CC=1.C(N(CC)CC)C. The catalyst is CO.C([O-])(=O)C.[Pd+2].C([O-])(=O)C. The product is [O:13]1[CH2:14][CH2:15][CH2:16][CH2:17][CH:12]1[O:11][CH2:10][CH2:9][CH:8]([C:5]1[CH:6]=[CH:7][C:2]([C:12]([O:11][CH3:10])=[O:13])=[CH:3][CH:4]=1)[CH3:18]. The yield is 0.510. (5) The reactants are [C:1]([NH:4][C:5]1[S:6][C:7]([S:10][CH2:11][C:12]([NH:14][CH2:15][C:16](=[O:19])[CH2:17][CH3:18])=O)=[CH:8][N:9]=1)(=[O:3])[CH3:2].S(=O)(=O)(O)O.C([O-])(=O)C.[Na+]. The catalyst is C(OC(=O)C)(=O)C. The product is [CH2:17]([C:16]1[O:19][C:12]([CH2:11][S:10][C:7]2[S:6][C:5]([NH:4][C:1](=[O:3])[CH3:2])=[N:9][CH:8]=2)=[N:14][CH:15]=1)[CH3:18]. The yield is 0.430. (6) The product is [CH2:3]([O:2][P:1]([CH2:19][OH:20])(=[O:18])[O:10][CH2:11][C:12]1[CH:17]=[CH:16][CH:15]=[CH:14][CH:13]=1)[C:4]1[CH:9]=[CH:8][CH:7]=[CH:6][CH:5]=1. The reactants are [P:1]([O-:18])([O:10][CH2:11][C:12]1[CH:17]=[CH:16][CH:15]=[CH:14][CH:13]=1)[O:2][CH2:3][C:4]1[CH:9]=[CH:8][CH:7]=[CH:6][CH:5]=1.[CH2:19]=[O:20].C(N(CC)CC)C. The yield is 0.420. No catalyst specified. (7) The reactants are [OH:1][N:2]=[C:3]([C:5]1[C:9]([N:10]2[CH2:15][CH2:14][O:13][CH2:12][CH2:11]2)=[N:8][O:7][N:6]=1)N.N([O-])=O.[Na+].[ClH:20]. The catalyst is O. The product is [OH:1][N:2]=[C:3]([Cl:20])[C:5]1[C:9]([N:10]2[CH2:15][CH2:14][O:13][CH2:12][CH2:11]2)=[N:8][O:7][N:6]=1. The yield is 0.300. (8) The reactants are [C:1]([O:4][CH2:5][CH2:6][CH2:7][C:8]1[CH:13]=[CH:12][CH:11]=[C:10]([C:14]#[N:15])[N:9]=1)(=[O:3])[CH3:2].[C:16](OC)(=[O:24])[C:17]1[C:18](=[CH:20][CH:21]=[CH:22][CH:23]=1)[SH:19].C(N(CC)CC)C. The catalyst is C1(C)C=CC=CC=1. The product is [C:1]([O:4][CH2:5][CH2:6][CH2:7][C:8]1[CH:13]=[CH:12][CH:11]=[C:10]([C:14]2[S:19][C:18]3[CH:20]=[CH:21][CH:22]=[CH:23][C:17]=3[C:16](=[O:24])[N:15]=2)[N:9]=1)(=[O:3])[CH3:2]. The yield is 0.560. (9) The reactants are [C:1]1([CH2:11][C:12]([OH:14])=[O:13])([CH2:7][C:8]([OH:10])=O)[CH2:6][CH2:5][CH2:4][CH2:3][CH2:2]1.C(OC(=O)C)(=O)C. No catalyst specified. The product is [C:1]12([CH2:7][C:8](=[O:10])[O:14][C:12](=[O:13])[CH2:11]1)[CH2:2][CH2:3][CH2:4][CH2:5][CH2:6]2. The yield is 0.990.